Task: Predict the product of the given reaction.. Dataset: Forward reaction prediction with 1.9M reactions from USPTO patents (1976-2016) (1) Given the reactants [F:1][C:2]([F:20])([F:19])[C:3]1[N:8]=[CH:7][C:6]([CH:9]2[C:18]3[C:13](=[CH:14][CH:15]=[CH:16][CH:17]=3)[CH2:12][CH2:11][NH:10]2)=[CH:5][CH:4]=1.[F:21][C:22]1[CH:27]=[CH:26][C:25]([N:28]=[C:29]=[O:30])=[CH:24][CH:23]=1, predict the reaction product. The product is: [F:21][C:22]1[CH:27]=[CH:26][C:25]([NH:28][C:29]([N:10]2[CH2:11][CH2:12][C:13]3[C:18](=[CH:17][CH:16]=[CH:15][CH:14]=3)[CH:9]2[C:6]2[CH:7]=[N:8][C:3]([C:2]([F:1])([F:19])[F:20])=[CH:4][CH:5]=2)=[O:30])=[CH:24][CH:23]=1. (2) Given the reactants [NH2:1][C@H:2]([C:5]1[CH:10]=[CH:9][C:8]([F:11])=[CH:7][CH:6]=1)[CH2:3][OH:4].[C:12](O)(=[O:17])[CH2:13][CH2:14][CH:15]=[CH2:16].CCN=C=NCCCN(C)C, predict the reaction product. The product is: [F:11][C:8]1[CH:9]=[CH:10][C:5]([C@@H:2]([NH:1][C:12](=[O:17])[CH2:13][CH2:14][CH:15]=[CH2:16])[CH2:3][OH:4])=[CH:6][CH:7]=1.